Dataset: Forward reaction prediction with 1.9M reactions from USPTO patents (1976-2016). Task: Predict the product of the given reaction. (1) The product is: [Cl:14][C:15]1[CH:32]=[CH:31][C:18]([CH2:19][N:20]2[C:24]3[CH:25]=[CH:26][CH:27]=[CH:28][C:23]=3[N:22]=[C:21]2[CH2:29][N:7]2[CH2:11][CH2:10][CH2:9][CH2:8]2)=[CH:17][CH:16]=1. Given the reactants C(=O)([O-])[O-].[K+].[K+].[NH:7]1[CH2:11][CH2:10][CH2:9][CH2:8]1.[I-].[K+].[Cl:14][C:15]1[CH:32]=[CH:31][C:18]([CH2:19][N:20]2[C:24]3[CH:25]=[CH:26][CH:27]=[CH:28][C:23]=3[N:22]=[C:21]2[CH2:29]Cl)=[CH:17][CH:16]=1, predict the reaction product. (2) Given the reactants [Cl:1][C:2]1[N:7]=[C:6]([N:8]2[CH2:12][CH:11]([CH3:13])[C:10]([CH:16]3[CH2:18][CH2:17]3)([C:14]#[N:15])[C:9]2=[O:19])[CH:5]=[CH:4][N:3]=1, predict the reaction product. The product is: [Cl:1][C:2]1[N:7]=[C:6]([N:8]2[CH2:12][C@H:11]([CH3:13])[C@@:10]([CH:16]3[CH2:17][CH2:18]3)([C:14]#[N:15])[C:9]2=[O:19])[CH:5]=[CH:4][N:3]=1. (3) Given the reactants C([N:3]1[CH2:8][CH2:7][CH:6]([C:9]2[CH:14]=[C:13]([F:15])[CH:12]=[CH:11][C:10]=2[O:16][CH3:17])[CH2:5][CH2:4]1)=O.[OH-].[Na+], predict the reaction product. The product is: [F:15][C:13]1[CH:12]=[CH:11][C:10]([O:16][CH3:17])=[C:9]([CH:6]2[CH2:7][CH2:8][NH:3][CH2:4][CH2:5]2)[CH:14]=1. (4) Given the reactants [NH2:1][C:2]1[N:3]=[CH:4][C:5]([C:13]2[CH:14]=[C:15]([CH:20]=[CH:21][CH:22]=2)[C:16]([O:18]C)=[O:17])=[N:6][C:7]=1[C:8]([NH:10][CH2:11][CH3:12])=[O:9].[OH-].[Na+], predict the reaction product. The product is: [NH2:1][C:2]1[N:3]=[CH:4][C:5]([C:13]2[CH:14]=[C:15]([CH:20]=[CH:21][CH:22]=2)[C:16]([OH:18])=[O:17])=[N:6][C:7]=1[C:8]([NH:10][CH2:11][CH3:12])=[O:9]. (5) The product is: [C:1]([C:5]1[CH:6]=[C:7]([CH:16]([OH:30])[C:17]#[C:18][C:19]2[CH:28]=[CH:27][C:22]([C:23]([OH:25])=[O:24])=[C:21]([OH:29])[CH:20]=2)[CH:8]=[CH:9][C:10]=1[N:11]([CH2:14][CH3:15])[CH2:12][CH3:13])([CH3:3])([CH3:4])[CH3:2]. Given the reactants [C:1]([C:5]1[CH:6]=[C:7]([CH:16]([OH:30])[C:17]#[C:18][C:19]2[CH:28]=[CH:27][C:22]([C:23]([O:25]C)=[O:24])=[C:21]([OH:29])[CH:20]=2)[CH:8]=[CH:9][C:10]=1[N:11]([CH2:14][CH3:15])[CH2:12][CH3:13])([CH3:4])([CH3:3])[CH3:2].[Cl-].[NH4+].Cl, predict the reaction product. (6) Given the reactants C([O:3][C:4]([C:6]1([NH:9][C:10]([C:12]2[CH:36]=[CH:35][C:15]3[N:16]([CH3:34])[C:17]([NH:19][C:20]4[S:21][C:22]5[CH:28]=[C:27]([O:29][C:30]([F:33])([F:32])[F:31])[CH:26]=[CH:25][C:23]=5[N:24]=4)=[N:18][C:14]=3[CH:13]=2)=[O:11])[CH2:8][CH2:7]1)=[O:5])C.[Li+].[OH-], predict the reaction product. The product is: [CH3:34][N:16]1[C:15]2[CH:35]=[CH:36][C:12]([C:10]([NH:9][C:6]3([C:4]([OH:5])=[O:3])[CH2:8][CH2:7]3)=[O:11])=[CH:13][C:14]=2[N:18]=[C:17]1[NH:19][C:20]1[S:21][C:22]2[CH:28]=[C:27]([O:29][C:30]([F:32])([F:31])[F:33])[CH:26]=[CH:25][C:23]=2[N:24]=1. (7) Given the reactants [Cl:1][C:2]1[C:7]([C:8]2[C:19](=[O:20])[NH:18][C:11]3[N:12]=[C:13]([S:16][CH3:17])[N:14]=[CH:15][C:10]=3[CH:9]=2)=[C:6]([Cl:21])[CH:5]=[CH:4][C:3]=1[NH:22][C:23](=[O:34])[C:24]1[CH:29]=[CH:28][CH:27]=[C:26]([C:30]([F:33])([F:32])[F:31])[CH:25]=1.[H-].[Na+].I[CH3:38], predict the reaction product. The product is: [Cl:1][C:2]1[C:7]([C:8]2[C:19](=[O:20])[N:18]([CH3:38])[C:11]3[N:12]=[C:13]([S:16][CH3:17])[N:14]=[CH:15][C:10]=3[CH:9]=2)=[C:6]([Cl:21])[CH:5]=[CH:4][C:3]=1[NH:22][C:23](=[O:34])[C:24]1[CH:29]=[CH:28][CH:27]=[C:26]([C:30]([F:32])([F:33])[F:31])[CH:25]=1. (8) Given the reactants [CH2:1]([N:3]1[C:7]2[CH:8]=[CH:9][C:10]([N:12]=[N+:13]=[N-:14])=[CH:11][C:6]=2[N:5]=[C:4]1[CH2:15][N:16]1[CH:20]=[CH:19][N:18]=[C:17]1[C:21]1[CH:26]=[C:25]([F:27])[CH:24]=[CH:23][C:22]=1[F:28])[CH3:2].[C:29]([O:33][CH2:34][CH3:35])(=[O:32])[C:30]#[CH:31], predict the reaction product. The product is: [CH2:34]([O:33][C:29]([C:30]1[N:14]=[N:13][N:12]([C:10]2[CH:9]=[CH:8][C:7]3[N:3]([CH2:1][CH3:2])[C:4]([CH2:15][N:16]4[CH:20]=[CH:19][N:18]=[C:17]4[C:21]4[CH:26]=[C:25]([F:27])[CH:24]=[CH:23][C:22]=4[F:28])=[N:5][C:6]=3[CH:11]=2)[CH:31]=1)=[O:32])[CH3:35]. (9) Given the reactants [CH3:1][C:2]1[CH:3]=[C:4]([CH:14]=[CH:15][CH:16]=1)[O:5][C:6]1[CH:13]=[CH:12][C:9]([CH2:10][NH2:11])=[CH:8][CH:7]=1.[NH2:17][C:18]1[N:26]=[CH:25][CH:24]=[CH:23][C:19]=1[C:20](O)=[O:21].ON1C2C=CC=CC=2N=N1.CCN=C=NCCCN(C)C, predict the reaction product. The product is: [CH3:1][C:2]1[CH:3]=[C:4]([CH:14]=[CH:15][CH:16]=1)[O:5][C:6]1[CH:13]=[CH:12][C:9]([CH2:10][NH:11][C:20](=[O:21])[C:19]2[CH:23]=[CH:24][CH:25]=[N:26][C:18]=2[NH2:17])=[CH:8][CH:7]=1.